This data is from Reaction yield outcomes from USPTO patents with 853,638 reactions. The task is: Predict the reaction yield, written as a fraction of the theoretical maximum amount of product (1.0 means a 100% yield; for example, 0.34 means a 34% yield). The reactants are [F:1][C:2]1[C:3]([N+:16]([O-])=O)=[CH:4][C:5]([N+:13]([O-])=O)=[C:6](/[CH:8]=[CH:9]/N(C)C)[CH:7]=1. The catalyst is [Ni].CCO. The product is [F:1][C:2]1[CH:7]=[C:6]2[C:5](=[CH:4][C:3]=1[NH2:16])[NH:13][CH:9]=[CH:8]2. The yield is 0.160.